The task is: Predict the product of the given reaction.. This data is from Forward reaction prediction with 1.9M reactions from USPTO patents (1976-2016). (1) Given the reactants [CH3:1][C:2]1[CH:7]=[CH:6][N:5]=[C:4]2[CH:8]=[CH:9][N:10](S(C3C=CC=CC=3)(=O)=O)[C:3]=12.[OH-].[Na+], predict the reaction product. The product is: [CH3:1][C:2]1[CH:7]=[CH:6][N:5]=[C:4]2[CH:8]=[CH:9][NH:10][C:3]=12. (2) Given the reactants CO.[N+:3]([C:6]1[CH:18]=[C:17](/[CH:19]=[CH:20]/[C:21]2[CH:26]=[CH:25][CH:24]=[CH:23][CH:22]=2)[CH:16]=[CH:15][C:7]=1[C:8]([O:10][C:11]([CH3:14])([CH3:13])[CH3:12])=[O:9])([O-])=O, predict the reaction product. The product is: [NH2:3][C:6]1[CH:18]=[C:17]([CH2:19][CH2:20][C:21]2[CH:22]=[CH:23][CH:24]=[CH:25][CH:26]=2)[CH:16]=[CH:15][C:7]=1[C:8]([O:10][C:11]([CH3:14])([CH3:13])[CH3:12])=[O:9]. (3) The product is: [CH2:1]([O:3][C:4]1[CH:9]=[C:8]([CH2:10][C:11]2[CH:16]=[CH:15][CH:14]=[CH:13][N:12]=2)[CH:7]=[CH:6][C:5]=1[CH2:17][CH2:18][CH2:19][OH:20])[CH3:2]. Given the reactants [CH2:1]([O:3][C:4]1[CH:9]=[C:8]([CH2:10][C:11]2[CH:16]=[CH:15][CH:14]=[CH:13][N:12]=2)[CH:7]=[CH:6][C:5]=1[CH2:17][CH2:18][C:19](OC)=[O:20])[CH3:2].[H-].[Al+3].[Li+].[H-].[H-].[H-].O.O.O.O.O.O.O.O.O.O.S([O-])([O-])(=O)=O.[Na+].[Na+], predict the reaction product. (4) The product is: [Cl:1][C:2]1[CH:3]=[C:4]([C@@H:8]([OH:29])[CH2:9][NH:10][CH2:11][CH2:12][NH:13][C:14]2[CH:15]=[C:16]([C:20]3[CH:25]=[CH:24][CH:23]=[C:22]([C:26]([OH:28])=[O:27])[CH:21]=3)[CH:17]=[CH:18][CH:19]=2)[CH:5]=[CH:6][CH:7]=1. Given the reactants [Cl:1][C:2]1[CH:3]=[C:4]([CH:8]([OH:29])[CH2:9][NH:10][CH2:11][CH2:12][NH:13][C:14]2[CH:15]=[C:16]([C:20]3[CH:25]=[CH:24][CH:23]=[C:22]([C:26]([OH:28])=[O:27])[CH:21]=3)[CH:17]=[CH:18][CH:19]=2)[CH:5]=[CH:6][CH:7]=1.O.[OH-].[Li+].COC(C1C=C(C2C=CC=C(NCCNC[C@@H](C3C=CC=C(Cl)C=3)O)C=2)C=CC=1)=O.Cl, predict the reaction product. (5) Given the reactants C([N:9]([C:17]1[O:18][C@H:19]([C:33]([F:36])([F:35])[F:34])[C@H:20]([F:32])[C@:21]([C:24]2[C:29]([F:30])=[CH:28][CH:27]=[C:26]([Br:31])[N:25]=2)([CH3:23])[N:22]=1)[C:10](=[O:16])[O:11][C:12]([CH3:15])([CH3:14])[CH3:13])(=O)C1C=CC=CC=1.N, predict the reaction product. The product is: [Br:31][C:26]1[N:25]=[C:24]([C@:21]2([CH3:23])[C@@H:20]([F:32])[C@H:19]([C:33]([F:36])([F:35])[F:34])[O:18][C:17]([NH:9][C:10](=[O:16])[O:11][C:12]([CH3:13])([CH3:15])[CH3:14])=[N:22]2)[C:29]([F:30])=[CH:28][CH:27]=1. (6) Given the reactants [C:1]([OH:9])(=O)[CH2:2][CH2:3][CH2:4][CH2:5][CH2:6][CH3:7].[NH2:10][C@H:11]([C:14]([O:16][CH3:17])=[O:15])[CH2:12][OH:13].CN(C(ON1N=NC2C=CC=CC1=2)=[N+](C)C)C.F[P-](F)(F)(F)(F)F.C1C=CC2N(O)N=NC=2C=1.C(N(C(C)C)CC)(C)C, predict the reaction product. The product is: [CH3:17][O:16][C:14](=[O:15])[C@H:11]([CH2:12][OH:13])[NH:10][C:1](=[O:9])[CH2:2][CH2:3][CH2:4][CH2:5][CH2:6][CH3:7]. (7) Given the reactants [CH2:1]([O:3][C:4](=[O:15])[CH2:5][O:6][C:7]1[CH:12]=[CH:11][C:10]([OH:13])=[CH:9][C:8]=1[CH3:14])[CH3:2].[F:16][C:17]([F:36])([F:35])[O:18][C:19]1[CH:24]=[CH:23][C:22]([C:25]#[C:26][CH2:27][CH2:28][CH2:29]OS(C)(=O)=O)=[CH:21][CH:20]=1.[Na+].[I-].C([O-])([O-])=O.[Cs+].[Cs+], predict the reaction product. The product is: [CH2:1]([O:3][C:4](=[O:15])[CH2:5][O:6][C:7]1[CH:12]=[CH:11][C:10]([O:13][CH2:29][CH2:28][CH2:27][C:26]#[C:25][C:22]2[CH:23]=[CH:24][C:19]([O:18][C:17]([F:16])([F:35])[F:36])=[CH:20][CH:21]=2)=[CH:9][C:8]=1[CH3:14])[CH3:2].